This data is from NCI-60 drug combinations with 297,098 pairs across 59 cell lines. The task is: Regression. Given two drug SMILES strings and cell line genomic features, predict the synergy score measuring deviation from expected non-interaction effect. Drug 1: CC1OCC2C(O1)C(C(C(O2)OC3C4COC(=O)C4C(C5=CC6=C(C=C35)OCO6)C7=CC(=C(C(=C7)OC)O)OC)O)O. Drug 2: C1C(C(OC1N2C=NC3=C(N=C(N=C32)Cl)N)CO)O. Cell line: EKVX. Synergy scores: CSS=2.40, Synergy_ZIP=-3.66, Synergy_Bliss=-3.60, Synergy_Loewe=-5.75, Synergy_HSA=-6.46.